From a dataset of Peptide-MHC class I binding affinity with 185,985 pairs from IEDB/IMGT. Regression. Given a peptide amino acid sequence and an MHC pseudo amino acid sequence, predict their binding affinity value. This is MHC class I binding data. (1) The peptide sequence is YTAVVPLVY. The MHC is HLA-A02:06 with pseudo-sequence HLA-A02:06. The binding affinity (normalized) is 0.0198. (2) The peptide sequence is HASHYTIPW. The MHC is HLA-A32:15 with pseudo-sequence HLA-A32:15. The binding affinity (normalized) is 0.648. (3) The peptide sequence is RLERWHSL. The MHC is HLA-B27:05 with pseudo-sequence HLA-B27:05. The binding affinity (normalized) is 0.334. (4) The peptide sequence is DTWHGFKNM. The binding affinity (normalized) is 0.710. The MHC is HLA-A69:01 with pseudo-sequence HLA-A69:01.